Dataset: Peptide-MHC class II binding affinity with 134,281 pairs from IEDB. Task: Regression. Given a peptide amino acid sequence and an MHC pseudo amino acid sequence, predict their binding affinity value. This is MHC class II binding data. (1) The peptide sequence is KAFAEGLSGEPKGGA. The MHC is DRB3_0202 with pseudo-sequence DRB3_0202. The binding affinity (normalized) is 0.137. (2) The peptide sequence is APYHFDLSGHAFGAM. The MHC is DRB1_1501 with pseudo-sequence DRB1_1501. The binding affinity (normalized) is 0.435. (3) The peptide sequence is GADATAAAAFEQFLA. The MHC is DRB1_0901 with pseudo-sequence DRB1_0901. The binding affinity (normalized) is 0.485.